Dataset: Forward reaction prediction with 1.9M reactions from USPTO patents (1976-2016). Task: Predict the product of the given reaction. (1) Given the reactants [OH:1][C:2]1[CH:3]=[C:4]([C:8](=[O:10])[CH3:9])[CH:5]=[CH:6][CH:7]=1.F[C:12]1[CH:17]=[CH:16][C:15]([C:18](=[O:20])[CH3:19])=[CH:14][CH:13]=1.C(=O)([O-])[O-].[K+].[K+], predict the reaction product. The product is: [C:18]([C:15]1[CH:16]=[CH:17][C:12]([O:1][C:2]2[CH:3]=[C:4]([C:8](=[O:10])[CH3:9])[CH:5]=[CH:6][CH:7]=2)=[CH:13][CH:14]=1)(=[O:20])[CH3:19]. (2) Given the reactants [CH3:1][N:2]([C@H:9]1[C:18]2[N:17]=[CH:16][CH:15]=[CH:14][C:13]=2[CH2:12][CH2:11][CH2:10]1)[CH2:3][C:4]([O:6][CH2:7][CH3:8])=[O:5].N1C2[C@H](NCC(OCCC)=O)CCCC=2C=[CH:21][CH:20]=1.C(O)(=O)C.C(=O)CC.C(O[BH-](OC(=O)C)OC(=O)C)(=O)C.[Na+], predict the reaction product. The product is: [CH2:1]([N:2]([C@H:9]1[C:18]2[N:17]=[CH:16][CH:15]=[CH:14][C:13]=2[CH2:12][CH2:11][CH2:10]1)[CH2:3][C:4]([O:6][CH2:7][CH3:8])=[O:5])[CH2:20][CH3:21]. (3) The product is: [CH3:22][O:21][C:18]1[CH:17]=[CH:16][C:15]2[C:20](=[C:11]([CH2:9][CH2:10][N:6]3[CH2:7][CH2:8][N:3]([N:1]=[O:2])[CH2:4][CH2:5]3)[CH:12]=[CH:13][N:14]=2)[N:19]=1. Given the reactants [N:1]([N:3]1[CH2:8][CH2:7][NH:6][CH2:5][CH2:4]1)=[O:2].[CH:9]([C:11]1[CH:12]=[CH:13][N:14]=[C:15]2[C:20]=1[N:19]=[C:18]([O:21][CH3:22])[CH:17]=[CH:16]2)=[CH2:10], predict the reaction product.